From a dataset of Experimentally validated miRNA-target interactions with 360,000+ pairs, plus equal number of negative samples. Binary Classification. Given a miRNA mature sequence and a target amino acid sequence, predict their likelihood of interaction. (1) The miRNA is hsa-miR-9-5p with sequence UCUUUGGUUAUCUAGCUGUAUGA. The protein sequence of the target gene is MKNPMLEAASLLLEKLLLISNFKLFSVSVPGGGTGKNRPYEISSFVRGDVLEVSRTHFIHYGIYLGENRVAHLMPDILLALTNDKERTQKVVSNKRLLLGVICKVASIRVDTVEDFAYGADILVNHLDGTLKKKSLLNEEVARRAEQQLGLTPYSLLWNNCEHFVTYCRYGSRISPQAEKFYDTVKIIIRDQRSSLASAVLGLASIVYTGLASYMTLPAICIPFCLWMMSG. Result: 0 (no interaction). (2) The miRNA is hsa-miR-2467-3p with sequence AGCAGAGGCAGAGAGGCUCAGG. The protein sequence of the target gene is MSEWMKKGPLEWQDYIYKEVRVTASEKNEYKGWVLTTDPVSANIVLVNFLEDGSMSVTGIMGHAVQTVETMNEGDHRVREKLMHLFTSGDCKAYSPEDLEERKNSLKKWLEKNHIPITEQGDAPRTLCVAGVLTIDPPYGPENCSSSNEIILSRVQDLIEGHLTASQ. Result: 1 (interaction).